This data is from Full USPTO retrosynthesis dataset with 1.9M reactions from patents (1976-2016). The task is: Predict the reactants needed to synthesize the given product. (1) Given the product [OH:27][CH2:28][CH2:29][N:30]1[C:5]([C:7]2[C:12](=[O:13])[CH:11]=[CH:10][N:9]([C:14]3[CH:15]=[CH:16][C:17]([N:20]4[CH2:21][CH2:22][O:23][CH2:24][CH2:25]4)=[CH:18][CH:19]=3)[N:8]=2)=[CH:4][CH:3]=[N:31]1, predict the reactants needed to synthesize it. The reactants are: CN(C)[CH:3]=[CH:4][C:5]([C:7]1[C:12](=[O:13])[CH:11]=[CH:10][N:9]([C:14]2[CH:19]=[CH:18][C:17]([N:20]3[CH2:25][CH2:24][O:23][CH2:22][CH2:21]3)=[CH:16][CH:15]=2)[N:8]=1)=O.[OH:27][CH2:28][CH2:29][NH:30][NH2:31]. (2) Given the product [CH:8]1([NH:1][CH:2]2[CH2:3][CH2:4][CH2:5][CH2:6][CH2:7]2)[CH2:9][CH2:10][CH2:11][CH2:12][CH2:13]1.[C:14]([O:18][C:19]([N:21]1[CH2:25][CH2:24][CH2:23][C@H:22]1[C@H:26]([S:32][CH3:33])[C@H:27]([C:29]([OH:31])=[O:30])[CH3:28])=[O:20])([CH3:17])([CH3:15])[CH3:16], predict the reactants needed to synthesize it. The reactants are: [NH:1]([CH:8]1[CH2:13][CH2:12][CH2:11][CH2:10][CH2:9]1)[CH:2]1[CH2:7][CH2:6][CH2:5][CH2:4][CH2:3]1.[C:14]([O:18][C:19]([N:21]1[CH2:25][CH2:24][CH2:23][C@H:22]1[C@H:26]([S:32][CH3:33])[C@H:27]([C:29]([OH:31])=[O:30])[CH3:28])=[O:20])([CH3:17])([CH3:16])[CH3:15]. (3) The reactants are: Cl[C:2]1[N:7]=[C:6]([NH2:8])[N:5]=[C:4]([NH:9][C:10]2[CH:15]=[CH:14][C:13]([O:16][C:17]3[CH:22]=[CH:21][N:20]=[C:19]([C:23]([F:26])([F:25])[F:24])[CH:18]=3)=[CH:12][CH:11]=2)[CH:3]=1.[NH:27]1[C:35]2[C:30](=[CH:31][C:32](B(O)O)=[CH:33][CH:34]=2)[CH:29]=[CH:28]1.C([O-])([O-])=O.[K+].[K+]. Given the product [NH:27]1[C:35]2[C:30](=[CH:31][C:32]([C:2]3[N:7]=[C:6]([NH2:8])[N:5]=[C:4]([NH:9][C:10]4[CH:15]=[CH:14][C:13]([O:16][C:17]5[CH:22]=[CH:21][N:20]=[C:19]([C:23]([F:26])([F:25])[F:24])[CH:18]=5)=[CH:12][CH:11]=4)[CH:3]=3)=[CH:33][CH:34]=2)[CH:29]=[CH:28]1, predict the reactants needed to synthesize it.